From a dataset of Catalyst prediction with 721,799 reactions and 888 catalyst types from USPTO. Predict which catalyst facilitates the given reaction. (1) Reactant: [C:1]([C:5]1[CH:10]=[CH:9][C:8]([S:11]([N:14]([C:18]2[CH:22]=[CH:21][S:20][C:19]=2[C:23]([O:25][CH3:26])=[O:24])COC)(=[O:13])=[O:12])=[C:7]([C:27]2[CH:32]=[CH:31][N:30]=[CH:29][C:28]=2[Cl:33])[CH:6]=1)([CH3:4])([CH3:3])[CH3:2].Cl. Product: [C:1]([C:5]1[CH:10]=[CH:9][C:8]([S:11]([NH:14][C:18]2[CH:22]=[CH:21][S:20][C:19]=2[C:23]([O:25][CH3:26])=[O:24])(=[O:13])=[O:12])=[C:7]([C:27]2[CH:32]=[CH:31][N:30]=[CH:29][C:28]=2[Cl:33])[CH:6]=1)([CH3:4])([CH3:2])[CH3:3]. The catalyst class is: 7. (2) Reactant: [CH3:1][N:2]([CH2:4][C:5]1[CH:20]=[CH:19][C:8]([CH2:9][CH2:10][NH:11]C(=O)OC(C)(C)C)=[CH:7][CH:6]=1)[CH3:3].[ClH:21]. Product: [ClH:21].[ClH:21].[CH3:1][N:2]([CH2:4][C:5]1[CH:20]=[CH:19][C:8]([CH2:9][CH2:10][NH2:11])=[CH:7][CH:6]=1)[CH3:3]. The catalyst class is: 12. (3) Reactant: [OH-:1].[K+].[NH2:3]O.Cl.[O:6]1[C:10]2[CH:11]=[CH:12][CH:13]=[CH:14][C:9]=2[N:8]=[C:7]1[N:15]([C:27]1[CH:32]=[CH:31][CH:30]=[CH:29][N:28]=1)[CH2:16][CH2:17][CH2:18][CH2:19][CH2:20][CH2:21][C:22](OCC)=[O:23]. Product: [NH2:3][OH:1].[O:6]1[C:10]2[CH:11]=[CH:12][CH:13]=[CH:14][C:9]=2[N:8]=[C:7]1[N:15]([C:27]1[CH:32]=[CH:31][CH:30]=[CH:29][N:28]=1)[CH2:16][CH2:17][CH2:18][CH2:19][CH2:20][CH2:21][C:22]([NH:3][OH:1])=[O:23]. The catalyst class is: 5. (4) Reactant: [NH2:1][CH2:2][C@@H:3]1[C@@H:11]([C@@:12]2([CH3:21])[CH2:17][CH2:16][C@H:15]([OH:18])[CH2:14][C@@H:13]2[CH2:19][OH:20])[CH2:10][CH2:9][C@@:8]2([CH3:22])[C@H:4]1[CH2:5][CH2:6][C:7]2=[CH2:23].[F:24][C:25]1[CH:32]=[CH:31][C:28]([CH:29]=O)=[C:27]([O:33][CH3:34])[CH:26]=1.[BH4-].[Na+]. Product: [F:24][C:25]1[CH:32]=[CH:31][C:28]([CH2:29][NH:1][CH2:2][C@@H:3]2[C@@H:11]([C@@:12]3([CH3:21])[CH2:17][CH2:16][C@H:15]([OH:18])[CH2:14][C@@H:13]3[CH2:19][OH:20])[CH2:10][CH2:9][C@@:8]3([CH3:22])[C@H:4]2[CH2:5][CH2:6][C:7]3=[CH2:23])=[C:27]([O:33][CH3:34])[CH:26]=1. The catalyst class is: 5.